Dataset: Reaction yield outcomes from USPTO patents with 853,638 reactions. Task: Predict the reaction yield, written as a fraction of the theoretical maximum amount of product (1.0 means a 100% yield; for example, 0.34 means a 34% yield). The reactants are [N+:1]([C:4]1[CH:9]=[CH:8][CH:7]=[C:6]([N+:10]([O-])=O)[C:5]=1[NH:13][CH2:14][CH2:15][OH:16])([O-])=O. The catalyst is [Pd].O1CCCC1. The product is [NH2:1][C:4]1[CH:9]=[CH:8][CH:7]=[C:6]([NH2:10])[C:5]=1[NH:13][CH2:14][CH2:15][OH:16]. The yield is 0.890.